From a dataset of Reaction yield outcomes from USPTO patents with 853,638 reactions. Predict the reaction yield, written as a fraction of the theoretical maximum amount of product (1.0 means a 100% yield; for example, 0.34 means a 34% yield). (1) The reactants are [Cl:1][C:2]1[C:3]2[N:4]([CH:12]=[C:13]([C:15]([OH:17])=O)[N:14]=2)[CH:5]=[C:6]([C:8]([F:11])([F:10])[F:9])[CH:7]=1.CCN=C=NCCCN(C)C.Cl.C1C=CC2N(O)N=NC=2C=1.[Cl:40][C:41]1[CH:42]=[C:43]([CH:49]=[CH:50][C:51]=1[C:52](=[N:54]O)[NH2:53])[C:44]([O:46][CH2:47][CH3:48])=[O:45]. The catalyst is CN(C=O)C. The product is [Cl:40][C:41]1[CH:42]=[C:43]([CH:49]=[CH:50][C:51]=1[C:52]1[N:53]=[C:15]([C:13]2[N:14]=[C:3]3[C:2]([Cl:1])=[CH:7][C:6]([C:8]([F:9])([F:10])[F:11])=[CH:5][N:4]3[CH:12]=2)[O:17][N:54]=1)[C:44]([O:46][CH2:47][CH3:48])=[O:45]. The yield is 0.750. (2) The yield is 0.570. The product is [CH:29]([NH:26][C:27]([N:4]1[CH2:5][CH2:6][N:1]([C:7]([O:9][CH2:10][C:11]2[CH:16]=[CH:15][CH:14]=[CH:13][CH:12]=2)=[O:8])[CH2:2][CH2:3]1)=[O:28])([CH3:31])[CH3:30]. The catalyst is ClCCl.CCOC(C)=O. The reactants are [N:1]1([C:7]([O:9][CH2:10][C:11]2[CH:16]=[CH:15][CH:14]=[CH:13][CH:12]=2)=[O:8])[CH2:6][CH2:5][NH:4][CH2:3][CH2:2]1.C(N(C(C)C)CC)(C)C.[N:26]([CH:29]([CH3:31])[CH3:30])=[C:27]=[O:28].